From a dataset of Peptide-MHC class I binding affinity with 185,985 pairs from IEDB/IMGT. Regression. Given a peptide amino acid sequence and an MHC pseudo amino acid sequence, predict their binding affinity value. This is MHC class I binding data. (1) The peptide sequence is HYDYRLWHY. The MHC is HLA-B08:01 with pseudo-sequence HLA-B08:01. The binding affinity (normalized) is 0. (2) The peptide sequence is QSDCQVMRQ. The MHC is HLA-A01:01 with pseudo-sequence HLA-A01:01. The binding affinity (normalized) is 0.183. (3) The peptide sequence is EMSLADYLY. The MHC is HLA-B39:01 with pseudo-sequence HLA-B39:01. The binding affinity (normalized) is 0.0847. (4) The peptide sequence is TTYLGPLSCK. The MHC is HLA-A30:01 with pseudo-sequence HLA-A30:01. The binding affinity (normalized) is 0.439. (5) The binding affinity (normalized) is 0.0847. The MHC is HLA-B27:05 with pseudo-sequence HLA-B27:05. The peptide sequence is STDTRHIPQ.